Dataset: NCI-60 drug combinations with 297,098 pairs across 59 cell lines. Task: Regression. Given two drug SMILES strings and cell line genomic features, predict the synergy score measuring deviation from expected non-interaction effect. (1) Drug 1: CNC(=O)C1=CC=CC=C1SC2=CC3=C(C=C2)C(=NN3)C=CC4=CC=CC=N4. Drug 2: COC1=NC(=NC2=C1N=CN2C3C(C(C(O3)CO)O)O)N. Cell line: EKVX. Synergy scores: CSS=0.112, Synergy_ZIP=0.861, Synergy_Bliss=-0.245, Synergy_Loewe=-9.93, Synergy_HSA=-4.80. (2) Drug 1: CC(C)(C#N)C1=CC(=CC(=C1)CN2C=NC=N2)C(C)(C)C#N. Drug 2: C1C(C(OC1N2C=NC3=C2NC=NCC3O)CO)O. Cell line: U251. Synergy scores: CSS=1.12, Synergy_ZIP=6.79, Synergy_Bliss=9.43, Synergy_Loewe=2.78, Synergy_HSA=3.68. (3) Drug 1: CC12CCC3C(C1CCC2=O)CC(=C)C4=CC(=O)C=CC34C. Drug 2: CCN(CC)CCNC(=O)C1=C(NC(=C1C)C=C2C3=C(C=CC(=C3)F)NC2=O)C. Cell line: RXF 393. Synergy scores: CSS=24.3, Synergy_ZIP=-0.0399, Synergy_Bliss=-0.494, Synergy_Loewe=-1.06, Synergy_HSA=-1.22.